This data is from Catalyst prediction with 721,799 reactions and 888 catalyst types from USPTO. The task is: Predict which catalyst facilitates the given reaction. (1) Reactant: [OH:1][C:2]1[CH:7]=[CH:6][CH:5]=[CH:4][C:3]=1[C:8]1[CH:13]=[CH:12][C:11]([CH2:14][CH2:15][C:16]([CH3:31])([S:27]([CH3:30])(=[O:29])=[O:28])[C:17]([NH:19][O:20]C2CCCCO2)=[O:18])=[CH:10][CH:9]=1.Cl.CO. Product: [OH:20][NH:19][C:17](=[O:18])[C:16]([CH3:31])([S:27]([CH3:30])(=[O:28])=[O:29])[CH2:15][CH2:14][C:11]1[CH:10]=[CH:9][C:8]([C:3]2[CH:4]=[CH:5][CH:6]=[CH:7][C:2]=2[OH:1])=[CH:13][CH:12]=1. The catalyst class is: 2. (2) Reactant: [Cl:1][C:2]1[CH:3]=[C:4]([C:10]2[CH:14]=[CH:13][N:12]([CH2:15][C@@H:16]([NH:18][C:19]([C:21]3[NH:25][N:24]=[C:23]([CH:26]([OH:28])[CH3:27])[CH:22]=3)=[O:20])[CH3:17])[N:11]=2)[CH:5]=[CH:6][C:7]=1[C:8]#[N:9].[CH3:29][N:30]([CH3:35])[CH2:31][C:32](O)=[O:33].CCN(C(C)C)C(C)C.C1C=CC2N(O)N=NC=2C=1.CCN=C=NCCCN(C)C. Product: [CH3:29][N:30]([CH3:35])[CH2:31][C:32]([O:28][CH:26]([C:23]1[CH:22]=[C:21]([C:19](=[O:20])[NH:18][C@@H:16]([CH3:17])[CH2:15][N:12]2[CH:13]=[CH:14][C:10]([C:4]3[CH:5]=[CH:6][C:7]([C:8]#[N:9])=[C:2]([Cl:1])[CH:3]=3)=[N:11]2)[NH:25][N:24]=1)[CH3:27])=[O:33]. The catalyst class is: 2. (3) Reactant: [Cl:1][C:2]1[C:3]([F:28])=[C:4]([CH:8]2[C:12]([C:15]3[CH:20]=[CH:19][C:18]([Cl:21])=[CH:17][C:16]=3[F:22])([C:13]#[N:14])[CH:11]([CH2:23][C:24]([CH3:27])([CH3:26])[CH3:25])[CH2:10][NH:9]2)[CH:5]=[CH:6][CH:7]=1.[CH3:29][O:30][C:31](=[O:48])[C:32]1[CH:37]=[CH:36][C:35]([CH2:38][NH:39][C:40](N2C=CN=C2)=[O:41])=[CH:34][C:33]=1[F:47]. Product: [CH3:29][O:30][C:31](=[O:48])[C:32]1[CH:37]=[CH:36][C:35]([CH2:38][NH:39][C:40]([N:9]2[CH2:10][C@@H:11]([CH2:23][C:24]([CH3:25])([CH3:27])[CH3:26])[C@@:12]([C:15]3[CH:20]=[CH:19][C:18]([Cl:21])=[CH:17][C:16]=3[F:22])([C:13]#[N:14])[C@H:8]2[C:4]2[CH:5]=[CH:6][CH:7]=[C:2]([Cl:1])[C:3]=2[F:28])=[O:41])=[CH:34][C:33]=1[F:47]. The catalyst class is: 2. (4) Reactant: [Br:1][C:2]1[CH:7]=[CH:6][CH:5]=[CH:4][C:3]=1[S:8]([NH:11][C:12]1[C:13]([C:23]([N:25]2[CH2:30][CH2:29][O:28][CH2:27][CH2:26]2)=[O:24])=[N:14][N:15]([C:17]2[CH:22]=[CH:21][CH:20]=[CH:19][CH:18]=2)[CH:16]=1)(=[O:10])=[O:9].[H-].[Na+].[CH3:33][O:34][CH2:35]Cl. Product: [Br:1][C:2]1[CH:7]=[CH:6][CH:5]=[CH:4][C:3]=1[S:8]([N:11]([CH2:33][O:34][CH3:35])[C:12]1[C:13]([C:23]([N:25]2[CH2:26][CH2:27][O:28][CH2:29][CH2:30]2)=[O:24])=[N:14][N:15]([C:17]2[CH:22]=[CH:21][CH:20]=[CH:19][CH:18]=2)[CH:16]=1)(=[O:9])=[O:10]. The catalyst class is: 1. (5) Reactant: Br[C:2]1[N:3]=[C:4]([CH:33]2[CH2:35][CH2:34]2)[N:5]([CH2:25][O:26][CH2:27][CH2:28][Si:29]([CH3:32])([CH3:31])[CH3:30])[C:6]=1[C:7]1[CH:12]=[CH:11][N:10]=[C:9]([NH:13][CH2:14][C@@H:15]([NH:17][C:18](=[O:24])[O:19][C:20]([CH3:23])([CH3:22])[CH3:21])[CH3:16])[N:8]=1.[Cl:36][C:37]1[C:42](B2OC(C)(C)C(C)(C)O2)=[CH:41][CH:40]=[CH:39][C:38]=1[NH:52][S:53]([CH2:56][CH2:57][CH3:58])(=[O:55])=[O:54].C([O-])([O-])=O.[Na+].[Na+].C(Cl)Cl. Product: [Cl:36][C:37]1[C:38]([NH:52][S:53]([CH2:56][CH2:57][CH3:58])(=[O:55])=[O:54])=[CH:39][CH:40]=[CH:41][C:42]=1[C:2]1[N:3]=[C:4]([CH:33]2[CH2:35][CH2:34]2)[N:5]([CH2:25][O:26][CH2:27][CH2:28][Si:29]([CH3:32])([CH3:31])[CH3:30])[C:6]=1[C:7]1[CH:12]=[CH:11][N:10]=[C:9]([NH:13][CH2:14][C@@H:15]([NH:17][C:18](=[O:24])[O:19][C:20]([CH3:23])([CH3:22])[CH3:21])[CH3:16])[N:8]=1. The catalyst class is: 622. (6) Reactant: [N:1]1[C:10]2[C:5](=[CH:6][CH:7]=[CH:8][CH:9]=2)[C:4](C(O)=O)=[CH:3][CH:2]=1.CC[N:16]([CH2:19]C)CC.C1(P(N=[N+]=[N-])(C2C=CC=CC=2)=[O:28])C=CC=CC=1.[CH3:38][O:39][C:40]1[CH:41]=[C:42]([C@@:48]23[CH2:56][CH2:55][C@@H:54]([NH2:57])[CH2:53][C@@H:52]2[N:51]([CH3:58])[CH2:50][CH2:49]3)[CH:43]=[CH:44][C:45]=1[O:46][CH3:47]. Product: [CH3:38][O:39][C:40]1[CH:41]=[C:42]([C@@:48]23[CH2:56][CH2:55][C@@H:54]([NH:57][C:19]([NH:16][C:4]4[C:5]5[C:10](=[CH:9][CH:8]=[CH:7][CH:6]=5)[N:1]=[CH:2][CH:3]=4)=[O:28])[CH2:53][C@@H:52]2[N:51]([CH3:58])[CH2:50][CH2:49]3)[CH:43]=[CH:44][C:45]=1[O:46][CH3:47]. The catalyst class is: 308. (7) Reactant: [Cl:1][C:2]1[C:3](=[O:30])[N:4]([CH2:19][CH2:20][C:21]2[CH:29]=[CH:28][C:24]([C:25](O)=[O:26])=[CH:23][CH:22]=2)[C:5]([CH2:9][O:10][C:11]2[CH:16]=[CH:15][CH:14]=[C:13]([CH2:17][CH3:18])[CH:12]=2)=[C:6]([Cl:8])[CH:7]=1.CCN=C=NCCCN(C)C.Cl.C1C=CC2N(O)N=NC=2C=1.Cl.[CH2:54]([O:56][C:57](=[O:60])[CH2:58][NH2:59])[CH3:55]. Product: [Cl:1][C:2]1[C:3](=[O:30])[N:4]([CH2:19][CH2:20][C:21]2[CH:22]=[CH:23][C:24]([C:25]([NH:59][CH2:58][C:57]([O:56][CH2:54][CH3:55])=[O:60])=[O:26])=[CH:28][CH:29]=2)[C:5]([CH2:9][O:10][C:11]2[CH:16]=[CH:15][CH:14]=[C:13]([CH2:17][CH3:18])[CH:12]=2)=[C:6]([Cl:8])[CH:7]=1. The catalyst class is: 851.